This data is from Peptide-MHC class II binding affinity with 134,281 pairs from IEDB. The task is: Regression. Given a peptide amino acid sequence and an MHC pseudo amino acid sequence, predict their binding affinity value. This is MHC class II binding data. (1) The peptide sequence is CGHKKPCTLEGVWAP. The MHC is DRB1_0101 with pseudo-sequence DRB1_0101. The binding affinity (normalized) is 0.121. (2) The binding affinity (normalized) is 0.562. The MHC is DRB1_1101 with pseudo-sequence DRB1_1101. The peptide sequence is EEFVSLASRFLVEED. (3) The peptide sequence is FTKFHDELGDKFCYS. The MHC is DRB1_0101 with pseudo-sequence DRB1_0101. The binding affinity (normalized) is 0.295. (4) The peptide sequence is ATPEAKFDSFVAAFT. The MHC is DRB1_0404 with pseudo-sequence DRB1_0404. The binding affinity (normalized) is 0.341. (5) The peptide sequence is DINASFRAAMATTAN. The MHC is DRB1_0301 with pseudo-sequence DRB1_0301. The binding affinity (normalized) is 0.287.